This data is from Peptide-MHC class I binding affinity with 185,985 pairs from IEDB/IMGT. The task is: Regression. Given a peptide amino acid sequence and an MHC pseudo amino acid sequence, predict their binding affinity value. This is MHC class I binding data. (1) The peptide sequence is LKAEAQMSIQLINKA. The MHC is HLA-A03:01 with pseudo-sequence HLA-A03:01. The binding affinity (normalized) is 0.321. (2) The peptide sequence is IRMFKILPL. The MHC is Mamu-B1001 with pseudo-sequence Mamu-B1001. The binding affinity (normalized) is 0.513. (3) The peptide sequence is ITTLLNETAK. The MHC is HLA-A03:01 with pseudo-sequence HLA-A03:01. The binding affinity (normalized) is 0.779. (4) The peptide sequence is EFVSANLAM. The MHC is HLA-B18:01 with pseudo-sequence HLA-B18:01. The binding affinity (normalized) is 0.0847. (5) The peptide sequence is KLWASQIY. The MHC is HLA-B18:01 with pseudo-sequence HLA-B18:01. The binding affinity (normalized) is 0. (6) The peptide sequence is DVDIYDAVRA. The MHC is HLA-A02:06 with pseudo-sequence HLA-A02:06. The binding affinity (normalized) is 0.00487. (7) The peptide sequence is ISFLKGAEL. The MHC is H-2-Db with pseudo-sequence H-2-Db. The binding affinity (normalized) is 0.0640.